Dataset: Catalyst prediction with 721,799 reactions and 888 catalyst types from USPTO. Task: Predict which catalyst facilitates the given reaction. Reactant: [C:1]1([Mg]Br)[CH:6]=[CH:5][CH:4]=[CH:3][CH:2]=1.[Cl:9][C:10]1[CH:15]=[C:14]([Cl:16])[CH:13]=[CH:12][C:11]=1[CH:17]1[C:22](=[C:23]=[O:24])[CH:21]=[CH:20][C:19]([NH:25][CH2:26][CH2:27][NH:28][C:29]([O:31][C:32]([CH3:35])([CH3:34])[CH3:33])=[O:30])=[CH:18]1.[NH4+].[Cl-]. Product: [Cl:9][C:10]1[CH:15]=[C:14]([Cl:16])[CH:13]=[CH:12][C:11]=1[C:17]1[CH:18]=[C:19]([NH:25][CH2:26][CH2:27][NH:28][C:29]([O:31][C:32]([CH3:35])([CH3:34])[CH3:33])=[O:30])[CH:20]=[CH:21][C:22]=1[CH:23]([OH:24])[C:1]1[CH:6]=[CH:5][CH:4]=[CH:3][CH:2]=1. The catalyst class is: 387.